From a dataset of M1 muscarinic receptor antagonist screen with 61,756 compounds. Binary Classification. Given a drug SMILES string, predict its activity (active/inactive) in a high-throughput screening assay against a specified biological target. (1) The compound is Brc1cc2c(n3c(nnc3C)CN=C2c2c(Cl)cccc2)cc1. The result is 0 (inactive). (2) The molecule is s1nc(c(N)c1C(=O)N(CC(=O)NC(CC)(C)C)c1cc2OCOc2cc1)C(=O)N. The result is 0 (inactive). (3) The result is 0 (inactive). The drug is O=C1CC(CC(NCCCNC2CCCCC2)=C1)(C)C. (4) The compound is O1c2c(OC1)ccc(c2)C(OCc1oc(nn1)c1ccccc1)=O. The result is 0 (inactive). (5) The drug is O(c1c(c2nc(nc(n2)NC(=O)C)c2ccccc2)cccc1)C(=O)C. The result is 0 (inactive). (6) The molecule is S(CC(=O)NCc1cc2OCOc2cc1)c1sc(nn1)C. The result is 0 (inactive). (7) The compound is s1c2n(c3c(c2cc1C(OCC(=O)Nc1c(n(n(c1=O)c1ccccc1)C)C)=O)cccc3)C. The result is 0 (inactive). (8) The molecule is O=C1N(CCC1)c1cc(C(=O)NCCCN2CCCC2)ccc1. The result is 0 (inactive).